Dataset: Full USPTO retrosynthesis dataset with 1.9M reactions from patents (1976-2016). Task: Predict the reactants needed to synthesize the given product. (1) Given the product [NH2:14][CH2:13][C:12]1[CH:15]=[C:16]([CH3:19])[CH:17]=[CH:5][C:4]=1[OH:3], predict the reactants needed to synthesize it. The reactants are: [H-].[Na+].[OH:3][CH2:4][CH2:5]S(C)(=O)=O.FC1C=[CH:17][C:16]([CH3:19])=[CH:15][C:12]=1[C:13]#[N:14].Cl. (2) Given the product [NH2:31][C:26]1[CH:27]=[CH:28][CH:29]=[CH:30][C:25]=1[C:24]([NH:23][CH:4]([CH2:5][C:6]1[CH:11]=[CH:10][C:9]([N+:12]([O-:14])=[O:13])=[C:8]([O:15][CH2:16][C:17]2[CH:22]=[CH:21][CH:20]=[CH:19][CH:18]=2)[CH:7]=1)[C:3]([OH:33])=[O:2])=[O:32], predict the reactants needed to synthesize it. The reactants are: C[O:2][C:3](=[O:33])[CH:4]([NH:23][C:24](=[O:32])[C:25]1[CH:30]=[CH:29][CH:28]=[CH:27][C:26]=1[NH2:31])[CH2:5][C:6]1[CH:11]=[CH:10][C:9]([N+:12]([O-:14])=[O:13])=[C:8]([O:15][CH2:16][C:17]2[CH:22]=[CH:21][CH:20]=[CH:19][CH:18]=2)[CH:7]=1.[OH-].[Na+]. (3) The reactants are: Cl[C:2](Cl)([O:4]C(=O)OC(Cl)(Cl)Cl)Cl.CCN(C(C)C)C(C)C.[CH3:22][N:23]([CH2:31][CH2:32][NH:33][CH3:34])[C:24](=[O:30])[O:25][C:26]([CH3:29])([CH3:28])[CH3:27].[Cl:35][C:36]1[CH:37]=[C:38]([CH:41]=[C:42]([O:44][C:45]2[CH:50]=[C:49]([O:51][CH2:52][C:53]3[C:61]4[C:56](=[N:57][CH:58]=[CH:59][CH:60]=4)[NH:55][N:54]=3)[CH:48]=[CH:47][C:46]=2[Cl:62])[CH:43]=1)[C:39]#[N:40].N1C=CC=CC=1. Given the product [C:26]([O:25][C:24](=[O:30])[N:23]([CH2:31][CH2:32][N:33]([C:2]([N:55]1[C:56]2=[N:57][CH:58]=[CH:59][CH:60]=[C:61]2[C:53]([CH2:52][O:51][C:49]2[CH:48]=[CH:47][C:46]([Cl:62])=[C:45]([O:44][C:42]3[CH:41]=[C:38]([C:39]#[N:40])[CH:37]=[C:36]([Cl:35])[CH:43]=3)[CH:50]=2)=[N:54]1)=[O:4])[CH3:34])[CH3:22])([CH3:29])([CH3:28])[CH3:27], predict the reactants needed to synthesize it. (4) Given the product [CH2:25]([N:3]([CH2:1][CH3:2])[C:4](=[O:24])[CH2:5][C:6]1[C:7]([C:17]2[CH:18]=[CH:19][C:20]([OH:23])=[C:21]([I:28])[CH:22]=2)=[N:8][N:9]2[C:14]([CH3:15])=[CH:13][C:12]([CH3:16])=[N:11][C:10]=12)[CH3:26], predict the reactants needed to synthesize it. The reactants are: [CH2:1]([N:3]([CH2:25][CH3:26])[C:4](=[O:24])[CH2:5][C:6]1[C:7]([C:17]2[CH:22]=[CH:21][C:20]([OH:23])=[CH:19][CH:18]=2)=[N:8][N:9]2[C:14]([CH3:15])=[CH:13][C:12]([CH3:16])=[N:11][C:10]=12)[CH3:2].[Na+].[I-:28]. (5) Given the product [F:10][S:9]([F:14])([F:13])([F:12])([F:11])[C:4]1[CH:5]=[CH:6][CH:7]=[CH:8][C:3]=1[CH2:2][N:17]1[CH2:22][CH2:21][CH:20](/[CH:23]=[C:24]2/[C:25]([NH:30][CH2:31][C:32]#[CH:33])=[N:26][C:27](=[O:29])[S:28]/2)[CH2:19][CH2:18]1, predict the reactants needed to synthesize it. The reactants are: Br[CH2:2][C:3]1[CH:8]=[CH:7][CH:6]=[CH:5][C:4]=1[S:9]([F:14])([F:13])([F:12])([F:11])[F:10].Cl.Cl.[NH:17]1[CH2:22][CH2:21][CH:20](/[CH:23]=[C:24]2/[C:25]([NH:30][CH2:31][C:32]#[CH:33])=[N:26][C:27](=[O:29])[S:28]/2)[CH2:19][CH2:18]1.C(=O)([O-])[O-].[K+].[K+].O. (6) Given the product [CH:1]1([O:6][C:7]2[C:36]([CH3:37])=[CH:35][C:10]3[N:11]=[C:12]4[C:17]([N:18]([CH2:19][CH2:20][N:21]([CH2:22][C:23]5[CH:28]=[CH:27][CH:26]=[CH:25][C:24]=5[C:29]([F:31])([F:32])[F:30])[C:38](=[O:39])[O:40][C:41]([CH3:44])([CH3:43])[CH3:42])[C:9]=3[CH:8]=2)=[N:16][C:15](=[O:33])[NH:14][C:13]4=[O:34])[CH2:5][CH2:4][CH2:3][CH2:2]1, predict the reactants needed to synthesize it. The reactants are: [CH:1]1([O:6][C:7]2[C:36]([CH3:37])=[CH:35][C:10]3[N:11]=[C:12]4[C:17]([N:18]([CH2:19][CH2:20][NH:21][CH2:22][C:23]5[CH:28]=[CH:27][CH:26]=[CH:25][C:24]=5[C:29]([F:32])([F:31])[F:30])[C:9]=3[CH:8]=2)=[N:16][C:15](=[O:33])[NH:14][C:13]4=[O:34])[CH2:5][CH2:4][CH2:3][CH2:2]1.[C:38](O[C:38]([O:40][C:41]([CH3:44])([CH3:43])[CH3:42])=[O:39])([O:40][C:41]([CH3:44])([CH3:43])[CH3:42])=[O:39].CCN(CC)CC. (7) Given the product [CH3:1][O:2][C:3]1[CH:8]=[CH:7][C:6]([N:9]2[CH2:26][CH2:25][NH:24][CH2:23][CH2:22]2)=[C:5]([CH:10]2[CH2:15][C:14]([CH3:17])([CH3:16])[CH2:13][C:12]([CH3:19])([CH3:18])[CH2:11]2)[CH:4]=1, predict the reactants needed to synthesize it. The reactants are: [CH3:1][O:2][C:3]1[CH:8]=[CH:7][C:6]([NH2:9])=[C:5]([CH:10]2[CH2:15][C:14]([CH3:17])([CH3:16])[CH2:13][C:12]([CH3:19])([CH3:18])[CH2:11]2)[CH:4]=1.Cl.Cl[CH2:22][CH2:23][NH:24][CH2:25][CH2:26]Cl.C(=O)([O-])O.[Na+]. (8) Given the product [CH2:28]([O:27][C:25](=[O:26])[CH:24]([NH:30][C:31]1[CH:32]=[CH:33][C:34]([C:37]#[N:38])=[CH:35][CH:36]=1)[C:17]1[CH:18]=[C:19]([O:21][CH2:22][CH3:23])[CH:20]=[C:15]([O:14][CH:11]2[CH2:10][CH2:9][NH:8][CH2:13][CH2:12]2)[C:16]=1[F:39])[CH3:29], predict the reactants needed to synthesize it. The reactants are: C(OC([N:8]1[CH2:13][CH2:12][CH:11]([O:14][C:15]2[CH:20]=[C:19]([O:21][CH2:22][CH3:23])[CH:18]=[C:17]([CH:24]([NH:30][C:31]3[CH:36]=[CH:35][C:34]([C:37]#[N:38])=[CH:33][CH:32]=3)[C:25]([O:27][CH2:28][CH3:29])=[O:26])[C:16]=2[F:39])[CH2:10][CH2:9]1)=O)(C)(C)C.FC(F)(F)C(O)=O.C([O-])([O-])=O.[Na+].[Na+]. (9) Given the product [Cl:30][C:31]1[CH:39]=[CH:38][C:34]([C:35]([N:3]2[CH2:8][CH2:7][CH2:6][C@@H:5]([NH:9][C:10]3[N:15]=[CH:14][C:13](/[CH:16]=[CH:17]/[C:18]([O:20][CH2:21][CH3:22])=[O:19])=[CH:12][CH:11]=3)[CH2:4]2)=[O:36])=[CH:33][CH:32]=1, predict the reactants needed to synthesize it. The reactants are: Cl.Cl.[NH:3]1[CH2:8][CH2:7][CH2:6][C@@H:5]([NH:9][C:10]2[N:15]=[CH:14][C:13](/[CH:16]=[CH:17]/[C:18]([O:20][CH2:21][CH3:22])=[O:19])=[CH:12][CH:11]=2)[CH2:4]1.C(N(CC)CC)C.[Cl:30][C:31]1[CH:39]=[CH:38][C:34]([C:35](Cl)=[O:36])=[CH:33][CH:32]=1.O. (10) Given the product [CH2:27]([S:24]([C:16]1[CH:15]=[C:14]([C:9]2[C:10]([C:12]#[N:13])=[CH:11][N:7]([CH2:6][C:5]([OH:31])=[O:4])[CH:8]=2)[CH:19]=[C:18]([C:20]([F:22])([F:21])[F:23])[CH:17]=1)(=[O:26])=[O:25])[CH2:28][CH2:29][CH3:30], predict the reactants needed to synthesize it. The reactants are: [Li+].[OH-].C[O:4][C:5](=[O:31])[CH2:6][N:7]1[CH:11]=[C:10]([C:12]#[N:13])[C:9]([C:14]2[CH:19]=[C:18]([C:20]([F:23])([F:22])[F:21])[CH:17]=[C:16]([S:24]([CH2:27][CH2:28][CH2:29][CH3:30])(=[O:26])=[O:25])[CH:15]=2)=[CH:8]1.C1COCC1.Cl.